This data is from Catalyst prediction with 721,799 reactions and 888 catalyst types from USPTO. The task is: Predict which catalyst facilitates the given reaction. (1) Reactant: [F:1][C:2]1[N:7]=[CH:6][C:5](B(O)O)=[CH:4][CH:3]=1.Cl[C:12]1[CH:17]=[CH:16][N:15]=[C:14]2[NH:18][C:19]([C:21]([F:24])([F:23])[F:22])=[CH:20][C:13]=12.C(=O)(O)[O-].[Na+]. Product: [F:1][C:2]1[N:7]=[CH:6][C:5]([C:12]2[CH:17]=[CH:16][N:15]=[C:14]3[NH:18][C:19]([C:21]([F:23])([F:24])[F:22])=[CH:20][C:13]=23)=[CH:4][CH:3]=1. The catalyst class is: 32. (2) Reactant: [CH3:1][N:2]1[C:6]([NH:7][C:8]([C:21]2[CH:26]=[CH:25][CH:24]=[CH:23][CH:22]=2)([C:15]2[CH:20]=[CH:19][CH:18]=[CH:17][CH:16]=2)[C:9]2[CH:14]=[CH:13][CH:12]=[CH:11][CH:10]=2)=[C:5]([NH:27][C:28](=O)[O:29]C2C=CC=CC=2)[CH:4]=[N:3]1.C(N(CC)CC)C.[N:44]1([C:50]([O:52][C:53]([CH3:56])([CH3:55])[CH3:54])=[O:51])[CH2:49][CH2:48][NH:47][CH2:46][CH2:45]1.O. Product: [CH3:1][N:2]1[C:6]([NH:7][C:8]([C:15]2[CH:16]=[CH:17][CH:18]=[CH:19][CH:20]=2)([C:21]2[CH:26]=[CH:25][CH:24]=[CH:23][CH:22]=2)[C:9]2[CH:10]=[CH:11][CH:12]=[CH:13][CH:14]=2)=[C:5]([NH:27][C:28]([N:47]2[CH2:48][CH2:49][N:44]([C:50]([O:52][C:53]([CH3:56])([CH3:55])[CH3:54])=[O:51])[CH2:45][CH2:46]2)=[O:29])[CH:4]=[N:3]1. The catalyst class is: 9. (3) Reactant: C(=S)(O[CH2:4][CH2:5][P:6]([CH2:11][CH2:12][OH:13])([CH2:8][CH2:9][OH:10])=[O:7])C.[OH-].[Na+].Cl.[N:18]1[CH:23]=[CH:22][CH:21]=[CH:20][C:19]=1[S:24][S:25]C1C=CC=CN=1. Product: [OH:13][CH2:12][CH2:11][P:6](=[O:7])([CH2:8][CH2:9][OH:10])[CH2:5][CH2:4][S:25][S:24][C:19]1[CH:20]=[CH:21][CH:22]=[CH:23][N:18]=1. The catalyst class is: 24. (4) Reactant: [CH:1]1([C:4]2[C:8]([C:9]([OH:11])=[O:10])=[CH:7][NH:6][N:5]=2)[CH2:3][CH2:2]1.[H-].[Na+].[CH3:14][C:15]([O:18][C:19](O[C:19]([O:18][C:15]([CH3:17])([CH3:16])[CH3:14])=[O:20])=[O:20])([CH3:17])[CH3:16].[Cl-].[NH4+]. Product: [CH:1]1([C:4]2[C:8]([C:9]([OH:11])=[O:10])=[CH:7][N:6]([C:19]([O:18][C:15]([CH3:17])([CH3:16])[CH3:14])=[O:20])[N:5]=2)[CH2:2][CH2:3]1. The catalyst class is: 3. (5) Reactant: [F:1][C:2]1[CH:7]=[CH:6][C:5]([C@@H:8]2[CH2:10][C@H:9]2[NH2:11])=[CH:4][CH:3]=1.CC#N.CS(O[CH2:20][CH2:21][CH2:22][CH2:23][C@H:24]([NH:33][C:34]([NH:36][C:37]1[CH:42]=[CH:41][CH:40]=[CH:39][CH:38]=1)=[O:35])[C:25](=[O:32])[N:26]1[CH2:31][CH2:30][CH2:29][CH2:28][CH2:27]1)(=O)=O.CCN(C(C)C)C(C)C. Product: [F:1][C:2]1[CH:3]=[CH:4][C:5]([C@@H:8]2[CH2:10][C@H:9]2[NH:11][CH2:20][CH2:21][CH2:22][CH2:23][C@H:24]([NH:33][C:34]([NH:36][C:37]2[CH:38]=[CH:39][CH:40]=[CH:41][CH:42]=2)=[O:35])[C:25](=[O:32])[N:26]2[CH2:27][CH2:28][CH2:29][CH2:30][CH2:31]2)=[CH:6][CH:7]=1. The catalyst class is: 2. (6) Reactant: C[C@@H]1O[C@@H](OC(C[C@H](CC(O[C@H](CC([O:36][C@@H:37]2[C@@H:44]([C:45]([OH:47])=[O:46])[N:43]([CH3:48])[C:41](=[O:42])[C@H:40]([C@H:49]([O:65][C@@H:66]3[O:70][C@H:69]([CH2:71][NH2:72])[C@@H:68]([OH:73])[C@H:67]3[OH:74])[C@H:50]3[O:54][C@@H:53]([N:55]4[C:61](=[O:62])[NH:60][C:58](=[O:59])[CH:57]=[CH:56]4)[C@H:52]([OH:63])[C@@H:51]3[OH:64])[N:39]([CH3:75])[CH2:38]2)=O)CCCCCCCCCCCC(C)C)=O)C)=O)[C@H](OC)[C@H](OC)[C@H]1OC.N. Product: [CH3:75][N:39]1[C@@H:40]([C@H:49]([O:65][C@@H:66]2[O:70][C@H:69]([CH2:71][NH2:72])[C@@H:68]([OH:73])[C@H:67]2[OH:74])[C@H:50]2[O:54][C@@H:53]([N:55]3[C:61](=[O:62])[NH:60][C:58](=[O:59])[CH:57]=[CH:56]3)[C@H:52]([OH:63])[C@@H:51]2[OH:64])[C:41](=[O:42])[N:43]([CH3:48])[C@H:44]([C:45]([OH:47])=[O:46])[C@@H:37]([OH:36])[CH2:38]1. The catalyst class is: 9. (7) The catalyst class is: 30. Product: [Cl:34][C:25]1[C:24]([Cl:23])=[C:32]([F:33])[CH:31]=[CH:30][C:26]=1[C:27]([OH:29])=[O:28]. Reactant: CN(C)CCN(C)C.C(=O)=O.C([Li])(CC)C.C1CCCCC1.[Cl:23][C:24]1[CH:25]=[C:26]([CH:30]=[CH:31][C:32]=1[F:33])[C:27]([OH:29])=[O:28].[Cl:34]C(Cl)(Cl)C(Cl)(Cl)Cl. (8) Reactant: Cl.[Cl:2][C:3]1[C:4]2[N:5]([CH:19]=[N:20][CH:21]=2)[C:6]([N:13]2[CH2:18][CH2:17][NH:16][CH2:15][CH2:14]2)=[C:7]([C:9]([O:11][CH3:12])=[O:10])[CH:8]=1.[Na].O.[C:24]([O:28][C:29](O[C:29]([O:28][C:24]([CH3:27])([CH3:26])[CH3:25])=[O:30])=[O:30])([CH3:27])([CH3:26])[CH3:25]. Product: [C:24]([O:28][C:29]([N:16]1[CH2:17][CH2:18][N:13]([C:6]2[N:5]3[CH:19]=[N:20][CH:21]=[C:4]3[C:3]([Cl:2])=[CH:8][C:7]=2[C:9]([O:11][CH3:12])=[O:10])[CH2:14][CH2:15]1)=[O:30])([CH3:27])([CH3:26])[CH3:25]. The catalyst class is: 7. (9) Reactant: [F:1][C:2]1[CH:22]=[CH:21][CH:20]=[C:19]([F:23])[C:3]=1[CH2:4][O:5][C:6]1[C:7]2[N:8]([C:12]([C:16](O)=[O:17])=[C:13]([CH3:15])[N:14]=2)[CH:9]=[CH:10][CH:11]=1.F[P-](F)(F)(F)(F)F.CN(C(ON1C2=NC=CC=C2N=N1)=[N+](C)C)C.C(N(CC)C(C)C)(C)C.Cl.[NH2:58][CH:59]([C:65]([F:68])([F:67])[F:66])[CH2:60][C:61]([O:63][CH3:64])=[O:62]. Product: [F:23][C:19]1[CH:20]=[CH:21][CH:22]=[C:2]([F:1])[C:3]=1[CH2:4][O:5][C:6]1[C:7]2[N:8]([C:12]([C:16]([NH:58][CH:59]([C:65]([F:66])([F:67])[F:68])[CH2:60][C:61]([O:63][CH3:64])=[O:62])=[O:17])=[C:13]([CH3:15])[N:14]=2)[CH:9]=[CH:10][CH:11]=1. The catalyst class is: 18. (10) Reactant: C(O)(=O)C1C=CC=CC=1.[NH2:10][CH:11]1[CH2:16][CH2:15][CH2:14][N:13]([C:17]2[N:22]([CH2:23][C:24]3[CH:31]=[CH:30][CH:29]=[CH:28][C:25]=3[C:26]#[N:27])[C:21](=[O:32])[N:20](C)[C:19](=[O:34])[CH:18]=2)[CH2:12]1.[ClH:35]. Product: [NH2:10][C@@H:11]1[CH2:16][CH2:15][CH2:14][N:13]([C:17]2[N:22]([CH2:23][C:24]3[CH:31]=[CH:30][CH:29]=[CH:28][C:25]=3[C:26]#[N:27])[C:21](=[O:32])[NH:20][C:19](=[O:34])[C:18]=2[Cl:35])[CH2:12]1. The catalyst class is: 523.